From a dataset of Full USPTO retrosynthesis dataset with 1.9M reactions from patents (1976-2016). Predict the reactants needed to synthesize the given product. (1) Given the product [Cl:1][C:2]1[CH:21]=[CH:20][C:19]([C:22]2[C:27]([O:28][CH2:30][C:31]([O:33][CH2:34][CH3:35])=[O:32])=[CH:26][CH:25]=[CH:24][N:23]=2)=[CH:18][C:3]=1[C:4]([NH:6][CH2:7][C:8]12[CH2:9][CH:10]3[CH2:16][CH:14]([CH2:13][CH:12]([CH2:11]3)[CH2:17]1)[CH2:15]2)=[O:5], predict the reactants needed to synthesize it. The reactants are: [Cl:1][C:2]1[CH:21]=[CH:20][C:19]([C:22]2[C:27]([OH:28])=[CH:26][CH:25]=[CH:24][N:23]=2)=[CH:18][C:3]=1[C:4]([NH:6][CH2:7][C:8]12[CH2:17][CH:12]3[CH2:13][CH:14]([CH2:16][CH:10]([CH2:11]3)[CH2:9]1)[CH2:15]2)=[O:5].Cl[CH2:30][C:31]([O:33][CH2:34][CH3:35])=[O:32].C(=O)([O-])[O-].[K+].[K+]. (2) Given the product [C:1]([Si:5]([CH3:45])([CH3:44])[O:6][C:7]1[CH:43]=[CH:42][C:10]2[N:11]([C:30]([C:32]3[CH:37]=[CH:36][CH:35]=[C:34]([O:38][CH2:39][CH2:40][N:46]4[CH2:51][CH2:50][CH2:49][CH2:48][CH2:47]4)[CH:33]=3)=[O:31])[CH2:12][CH:13]([C:16]3[CH:21]=[CH:20][CH:19]=[C:18]([O:22][Si:23]([C:26]([CH3:29])([CH3:28])[CH3:27])([CH3:25])[CH3:24])[CH:17]=3)[CH2:14][O:15][C:9]=2[CH:8]=1)([CH3:4])([CH3:3])[CH3:2], predict the reactants needed to synthesize it. The reactants are: [C:1]([Si:5]([CH3:45])([CH3:44])[O:6][C:7]1[CH:43]=[CH:42][C:10]2[N:11]([C:30]([C:32]3[CH:37]=[CH:36][CH:35]=[C:34]([O:38][CH2:39][CH2:40]Cl)[CH:33]=3)=[O:31])[CH2:12][CH:13]([C:16]3[CH:21]=[CH:20][CH:19]=[C:18]([O:22][Si:23]([C:26]([CH3:29])([CH3:28])[CH3:27])([CH3:25])[CH3:24])[CH:17]=3)[CH2:14][O:15][C:9]=2[CH:8]=1)([CH3:4])([CH3:3])[CH3:2].[NH:46]1[CH2:51][CH2:50][CH2:49][CH2:48][CH2:47]1.[I-].[K+]. (3) Given the product [CH:1]([N:4]1[CH2:5][CH2:6][N:7]([C:10]([C:12]2[N:13]=[C:14]([CH2:17][N:37]3[CH2:43][CH2:44][CH2:45][CH2:40][CH2:41]3)[S:15][CH:16]=2)=[O:11])[CH2:8][CH2:9]1)([CH3:2])[CH3:3], predict the reactants needed to synthesize it. The reactants are: [CH:1]([N:4]1[CH2:9][CH2:8][N:7]([C:10]([C:12]2[N:13]=[C:14]([CH2:17]OC(=O)C(C)(C)C)[S:15][CH:16]=2)=[O:11])[CH2:6][CH2:5]1)([CH3:3])[CH3:2].Cl.Cl.C(N1CCNCC1)(C)C.O[N:37]1[C:41]2C=[CH:43][CH:44]=[CH:45][C:40]=2N=N1.CN1CCOCC1.Cl.CN(C)CCCN=C=NCC. (4) Given the product [CH3:1][C:2]1[CH:3]=[C:4]([CH:9]=[C:10]([CH2:12][N:13]([CH3:19])[CH2:14][CH2:15][CH2:16][CH2:17][CH3:18])[CH:11]=1)[C:5]([OH:7])=[O:6], predict the reactants needed to synthesize it. The reactants are: [CH3:1][C:2]1[CH:3]=[C:4]([CH:9]=[C:10]([CH2:12][N:13]([CH3:19])[CH2:14][CH2:15][CH2:16][CH2:17][CH3:18])[CH:11]=1)[C:5]([O:7]C)=[O:6].O.[OH-].[Li+]. (5) Given the product [CH3:23][O:24][C:25]1[CH:30]=[C:29]([NH:31][CH:14]([C:11]2[CH:12]=[CH:13][C:8]([C:7]([NH:6][CH2:5][CH2:4][C:3]([OH:2])=[O:22])=[O:21])=[CH:9][CH:10]=2)[CH2:15][CH2:16][CH2:17][CH2:18][CH3:19])[CH:28]=[CH:27][C:26]=1[C:32]1[CH:33]=[CH:34][CH:35]=[CH:36][CH:37]=1, predict the reactants needed to synthesize it. The reactants are: C[O:2][C:3](=[O:22])[CH2:4][CH2:5][NH:6][C:7](=[O:21])[C:8]1[CH:13]=[CH:12][C:11]([C:14](=O)[CH2:15][CH2:16][CH2:17][CH2:18][CH3:19])=[CH:10][CH:9]=1.[CH3:23][O:24][C:25]1[CH:30]=[C:29]([NH2:31])[CH:28]=[CH:27][C:26]=1[C:32]1[CH:37]=[CH:36][CH:35]=[CH:34][CH:33]=1. (6) Given the product [OH:2][C@H:3]([CH2:24][NH:25][CH2:26][C:27]1[CH:28]=[N:29][CH:30]=[C:31]([CH:33]([CH3:34])[CH3:35])[CH:32]=1)[C@@H:4]([NH:12][C:13]([C:15]1[CH:16]=[C:17]([CH:21]=[CH:22][CH:23]=1)[C:18]([N:54]1[CH2:55][CH2:56][CH2:57][C@@H:53]1[C:51]([O:50][CH3:49])=[O:52])=[O:19])=[O:14])[CH2:5][C:6]1[CH:11]=[CH:10][CH:9]=[CH:8][CH:7]=1, predict the reactants needed to synthesize it. The reactants are: O.[OH:2][C@H:3]([CH2:24][NH:25][CH2:26][C:27]1[CH:28]=[N:29][CH:30]=[C:31]([CH:33]([CH3:35])[CH3:34])[CH:32]=1)[C@@H:4]([NH:12][C:13]([C:15]1[CH:16]=[C:17]([CH:21]=[CH:22][CH:23]=1)[C:18](O)=[O:19])=[O:14])[CH2:5][C:6]1[CH:11]=[CH:10][CH:9]=[CH:8][CH:7]=1.CCN=C=NCCCN(C)C.Cl.Cl.[CH3:49][O:50][C:51]([C@H:53]1[CH2:57][CH2:56][CH2:55][NH:54]1)=[O:52].CCN(C(C)C)C(C)C.O1C2C=CC=CC=2C=C1CNC(=O)OC(C)(C)C. (7) Given the product [Cl:37][C:38]1[CH:39]=[CH:40][C:41]([F:45])=[C:42]([NH:43][C:2]2[CH:7]=[C:6]([NH:8][CH2:16][CH:17]3[CH2:18][CH2:19]3)[N:5]3[N:20]=[CH:21][C:22]([CH:23]=[C:24]4[CH2:28][C:27](=[O:29])[NH:26][C:25]4=[O:30])=[C:4]3[N:3]=2)[CH:44]=1, predict the reactants needed to synthesize it. The reactants are: Cl[C:2]1[CH:7]=[C:6]([N:8]([CH2:16][CH:17]2[CH2:19][CH2:18]2)C(=O)OC(C)(C)C)[N:5]2[N:20]=[CH:21][C:22]([CH:23]=[C:24]3[CH2:28][C:27](=[O:29])[NH:26][C:25]3=[O:30])=[C:4]2[N:3]=1.C(=O)([O-])[O-].[Cs+].[Cs+].[Cl:37][C:38]1[CH:39]=[CH:40][C:41]([F:45])=[C:42]([CH:44]=1)[NH2:43].C1C=CC(P(C2C(C3C(P(C4C=CC=CC=4)C4C=CC=CC=4)=CC=C4C=3C=CC=C4)=C3C(C=CC=C3)=CC=2)C2C=CC=CC=2)=CC=1.Cl. (8) Given the product [CH:9]1([C:5]2[CH:6]=[CH:7][C:2]([F:1])=[N:3][CH:4]=2)[CH2:11][CH2:10]1, predict the reactants needed to synthesize it. The reactants are: [F:1][C:2]1[CH:7]=[CH:6][C:5](Br)=[CH:4][N:3]=1.[CH:9]1(B(O)O)[CH2:11][CH2:10]1.P([O-])([O-])([O-])=O.[K+].[K+].[K+]. (9) Given the product [Cl:5][C:6]1[C:11]([F:12])=[CH:10][CH:9]=[C:8]([F:13])[C:7]=1[C:14]1[C:23](=[O:24])[N:22]([CH2:3][CH2:2][F:1])[C:17]2=[N:18][CH:19]=[CH:20][N:21]=[C:16]2[C:15]=1[O:25][C:26](=[O:31])[C:27]([CH3:28])([CH3:30])[CH3:29], predict the reactants needed to synthesize it. The reactants are: [F:1][CH2:2][CH2:3]Br.[Cl:5][C:6]1[C:11]([F:12])=[CH:10][CH:9]=[C:8]([F:13])[C:7]=1[C:14]1[C:23](=[O:24])[NH:22][C:17]2=[N:18][CH:19]=[CH:20][N:21]=[C:16]2[C:15]=1[O:25][C:26](=[O:31])[C:27]([CH3:30])([CH3:29])[CH3:28].C(=O)([O-])[O-].[K+].[K+].[I-].[K+].